Dataset: Reaction yield outcomes from USPTO patents with 853,638 reactions. Task: Predict the reaction yield, written as a fraction of the theoretical maximum amount of product (1.0 means a 100% yield; for example, 0.34 means a 34% yield). The reactants are Cl[C:2]1[C:11]2[C:6](=[CH:7][C:8]([N:12]([CH3:14])[CH3:13])=[CH:9][CH:10]=2)[C:5]([O:15][CH3:16])=[CH:4][N:3]=1.[F-:17].C[N+](C)(C)C. The catalyst is CS(C)=O.C(OC(=O)C)C. The product is [F:17][C:2]1[C:11]2[C:6](=[CH:7][C:8]([N:12]([CH3:14])[CH3:13])=[CH:9][CH:10]=2)[C:5]([O:15][CH3:16])=[CH:4][N:3]=1. The yield is 0.560.